This data is from Reaction yield outcomes from USPTO patents with 853,638 reactions. The task is: Predict the reaction yield, written as a fraction of the theoretical maximum amount of product (1.0 means a 100% yield; for example, 0.34 means a 34% yield). (1) The product is [Cl:1][C:2]1[CH:3]=[C:4]2[C:8](=[CH:9][CH:10]=1)[C:7](=[O:11])[C:6]([OH:20])([C:12]([O:14][CH3:15])=[O:13])[CH2:5]2. The reactants are [Cl:1][C:2]1[CH:3]=[C:4]2[C:8](=[CH:9][CH:10]=1)[C:7](=[O:11])[CH:6]([C:12]([O:14][CH3:15])=[O:13])[CH2:5]2.C([O:20]O)(C)(C)C. The yield is 0.890. The catalyst is C1(C)C=CC=CC=1.C(#N)C. (2) The reactants are Cl[C:2]1[N:10]=[C:9]2[C:5]([N:6]=[CH:7][N:8]2[CH:11]([CH3:13])[CH3:12])=[C:4]([NH:14][CH2:15][C:16]2[S:17][C:18]([CH3:21])=[CH:19][CH:20]=2)[N:3]=1.[NH2:22][C@H:23]([CH2:26][CH3:27])[CH2:24][OH:25]. The catalyst is O. The product is [CH:11]([N:8]1[CH:7]=[N:6][C:5]2[C:9]1=[N:10][C:2]([NH:22][C@H:23]([CH2:26][CH3:27])[CH2:24][OH:25])=[N:3][C:4]=2[NH:14][CH2:15][C:16]1[S:17][C:18]([CH3:21])=[CH:19][CH:20]=1)([CH3:13])[CH3:12]. The yield is 0.810. (3) The reactants are [N+:1]([C@@H:4]1[CH2:9][C:8]([C:10]([O:12][CH2:13]C)=[O:11])=[CH:7][CH2:6][C@H:5]1[C:15]1[CH:20]=[C:19]([F:21])[C:18]([F:22])=[CH:17][C:16]=1[F:23])([O-])=O. The catalyst is C(O)C.Cl.[Fe]. The product is [NH2:1][C@@H:4]1[CH2:9][C:8]([C:10]([O:12][CH3:13])=[O:11])=[CH:7][CH2:6][C@H:5]1[C:15]1[CH:20]=[C:19]([F:21])[C:18]([F:22])=[CH:17][C:16]=1[F:23]. The yield is 0.750. (4) The reactants are [Br:1][C:2]1[CH:7]=[C:6](I)[C:5]([O:9][CH3:10])=[CH:4][C:3]=1[Cl:11].[CH2:12]([OH:15])[CH:13]=[CH2:14].C([O-])(O)=O.[Na+]. The catalyst is CCCC[N+](CCCC)(CCCC)CCCC.[Cl-].CN(C=O)C.CC([O-])=O.CC([O-])=O.[Pd+2]. The product is [Br:1][C:2]1[C:3]([Cl:11])=[CH:4][C:5]([O:9][CH3:10])=[C:6]([CH2:14][CH2:13][CH:12]=[O:15])[CH:7]=1. The yield is 0.340. (5) The reactants are [Cl:1][C:2]1[C:3]([O:12][C:13]2[CH:18]=[C:17]([OH:19])[CH:16]=[CH:15][C:14]=2[CH2:20][CH2:21][C:22]([O:24][CH2:25][CH3:26])=[O:23])=[N:4][CH:5]=[C:6]([C:8]([F:11])([F:10])[F:9])[CH:7]=1.[CH2:27](O)[CH:28]1[O:32][CH2:31][CH2:30][CH2:29]1.C(P(CCCC)CCCC)CCC.N(C(N1CCCCC1)=O)=NC(N1CCCCC1)=O. The catalyst is O1CCCC1. The product is [Cl:1][C:2]1[C:3]([O:12][C:13]2[CH:18]=[C:17]([O:19][CH2:27][CH:28]3[CH2:29][CH2:30][CH2:31][O:32]3)[CH:16]=[CH:15][C:14]=2[CH2:20][CH2:21][C:22]([O:24][CH2:25][CH3:26])=[O:23])=[N:4][CH:5]=[C:6]([C:8]([F:9])([F:11])[F:10])[CH:7]=1. The yield is 0.620.